Dataset: Forward reaction prediction with 1.9M reactions from USPTO patents (1976-2016). Task: Predict the product of the given reaction. Given the reactants [Cl:1][C:2]1[C:3](I)=[C:4]2[N:10]([CH:11]([CH2:14][CH3:15])[CH2:12][CH3:13])[C:9]([OH:16])=[N:8][C:5]2=[N:6][CH:7]=1.[CH3:18][C:19]1(C)[C:23](C)(C)OB(C(C)=C)O1.C([O-])([O-])=O.[K+].[K+].O1CCOCC1, predict the reaction product. The product is: [Cl:1][C:2]1[C:3]([C:19]([CH3:23])=[CH2:18])=[C:4]2[N:10]([CH:11]([CH2:14][CH3:15])[CH2:12][CH3:13])[C:9]([OH:16])=[N:8][C:5]2=[N:6][CH:7]=1.